From a dataset of Peptide-MHC class I binding affinity with 185,985 pairs from IEDB/IMGT. Regression. Given a peptide amino acid sequence and an MHC pseudo amino acid sequence, predict their binding affinity value. This is MHC class I binding data. (1) The peptide sequence is SMNYPNSYK. The MHC is HLA-B15:42 with pseudo-sequence HLA-B15:42. The binding affinity (normalized) is 0.213. (2) The peptide sequence is SQGPFDAVL. The MHC is HLA-A24:02 with pseudo-sequence HLA-A24:02. The binding affinity (normalized) is 0.0827. (3) The peptide sequence is PSSDVVAEY. The MHC is HLA-A23:01 with pseudo-sequence HLA-A23:01. The binding affinity (normalized) is 0. (4) The peptide sequence is IERASLIEV. The MHC is HLA-B40:01 with pseudo-sequence HLA-B40:01. The binding affinity (normalized) is 0.144. (5) The peptide sequence is FSSPPAYV. The MHC is Mamu-A01 with pseudo-sequence Mamu-A01. The binding affinity (normalized) is 0.806. (6) The peptide sequence is EVRKAIEFV. The MHC is HLA-B46:01 with pseudo-sequence HLA-B46:01. The binding affinity (normalized) is 0.0847. (7) The peptide sequence is IIIPLSVSI. The MHC is HLA-B15:03 with pseudo-sequence HLA-B15:03. The binding affinity (normalized) is 0.342.